Dataset: Experimentally validated miRNA-target interactions with 360,000+ pairs, plus equal number of negative samples. Task: Binary Classification. Given a miRNA mature sequence and a target amino acid sequence, predict their likelihood of interaction. (1) The miRNA is hsa-miR-146b-5p with sequence UGAGAACUGAAUUCCAUAGGCUG. The protein sequence of the target gene is MAALVALHGVVRRPLLRGLLQEVRCLERSYASKPTLNEVVIVSAIRTPIGSFLGSLASQPATKLGTAAIQGAIEKAGIPKEEVKEVYMGNVIQGGEGQAPTRQATLGAGLPISTPCTTVNKVCASGMKAIMMASQSLMCGHQDVMVAGGMESMSNVPYVMSRGATPYGGVKLEDLIVKDGLTDVYNKIHMGNCAENTAKKMNISRQEQDTYALSSYTRSKEAWDAGKFASEITPITISVKGKPDVVVKEDEEYKRVDFSKVPKLKTVFQKENGTITAANASTLNDGAAALVLMTAEAAQR.... Result: 0 (no interaction). (2) The protein sequence of the target gene is MGGGWWWARAARLARLRFRRSLLPPQRPRSGGARGSFAPGHGPRAGASPPPVSELDRADAWLLRKAHETAFLSWFRNGLLASGIGVISFMQSDMGREAAYGFFLLGGLCVVWGSASYAVGLAALRGPMQLTLGGAAVGAGAVLAASLLWACAVGLYMGQLELDVELVPEDDGTASAEGPDEAGRPPPE. The miRNA is hsa-miR-1234-3p with sequence UCGGCCUGACCACCCACCCCAC. Result: 0 (no interaction). (3) The miRNA is mmu-miR-873a-5p with sequence GCAGGAACUUGUGAGUCUCCU. The protein sequence of the target gene is MGTTEATLRMENVDVRDEWQDEDLPRPLPEDTGVERLGGAVEDSSSPPSTLNLSGAHRKRKTLVAPEINISLDQSEGSLLSDDFLDTPDDLDINVDDIETPDETDSLEFLGNGNELEWEDDTPVATAKNMPGDSADLFGDGSAEDGSAANGRLWRTVIIGEQEHRIDLHMIRPYMKVVTHGGYYGEGLNAIIVFAACFLPDSSSPDYHYIMENLFLYVISSLELLVAEDYMIVYLNGATPRRRMPGIGWLKKCYHMIDRRLRKNLKSLIIVHPSWFIRTVLAISRPFISVKFISKIQYVH.... Result: 0 (no interaction).